This data is from Catalyst prediction with 721,799 reactions and 888 catalyst types from USPTO. The task is: Predict which catalyst facilitates the given reaction. (1) Reactant: C[O:2][C:3]([C:5]1[CH:14]=[C:13]2[C:8]([CH:9]=[CH:10][N:11]=[C:12]2[CH:15]2[CH2:17][CH2:16]2)=[C:7]([O:18][CH3:19])[CH:6]=1)=[O:4].[OH-].[Na+]. Product: [CH:15]1([C:12]2[C:13]3[C:8](=[C:7]([O:18][CH3:19])[CH:6]=[C:5]([C:3]([OH:4])=[O:2])[CH:14]=3)[CH:9]=[CH:10][N:11]=2)[CH2:16][CH2:17]1. The catalyst class is: 36. (2) Reactant: [Al+3].[Cl-].[Cl-].[Cl-].CN(C=O)C.C[O:11][C:12]1[CH:20]=[C:19]([O:21][CH3:22])[C:18]([O:23][CH3:24])=[CH:17][C:13]=1[C:14]([OH:16])=[O:15].Cl. Product: [OH:11][C:12]1[CH:20]=[C:19]([O:21][CH3:22])[C:18]([O:23][CH3:24])=[CH:17][C:13]=1[C:14]([OH:16])=[O:15]. The catalyst class is: 93. (3) Reactant: C([N:8](CC1C=CC=CC=1)[C:9]1[CH:14]=[C:13]([F:15])[C:12]([NH:16][C:17]2[CH:22]=[CH:21][N:20]=[C:19]3[NH:23][CH:24]=[C:25]([CH3:26])[C:18]=23)=[C:11]([F:27])[CH:10]=1)C1C=CC=CC=1.Cl.[H][H]. Product: [F:27][C:11]1[CH:10]=[C:9]([NH2:8])[CH:14]=[C:13]([F:15])[C:12]=1[NH:16][C:17]1[CH:22]=[CH:21][N:20]=[C:19]2[NH:23][CH:24]=[C:25]([CH3:26])[C:18]=12. The catalyst class is: 29. (4) Reactant: C([N:8]1[CH2:12][CH2:11][CH:10]([CH2:13][OH:14])[CH2:9]1)C1C=CC=CC=1.[H-].[Na+].[Br:17][C:18]1[CH:19]=[N:20][CH:21]=[C:22](Br)[CH:23]=1.O. Product: [Br:17][C:18]1[CH:23]=[C:22]([O:14][CH2:13][CH:10]2[CH2:11][CH2:12][NH:8][CH2:9]2)[CH:21]=[N:20][CH:19]=1. The catalyst class is: 3. (5) Reactant: [CH:1]1([C:4]2[NH:5][C:6](=[O:13])[CH:7]=[C:8]([C:10]([OH:12])=[O:11])[N:9]=2)[CH2:3][CH2:2]1.[ClH:14].Cl[O-].[Na+].S(=O)(O)[O-].[Na+].[OH-].[Na+]. Product: [Cl:14][C:7]1[C:6](=[O:13])[NH:5][C:4]([CH:1]2[CH2:2][CH2:3]2)=[N:9][C:8]=1[C:10]([OH:12])=[O:11]. The catalyst class is: 6. (6) Reactant: [O:1]=[C:2]1[C:6]2([CH2:11][CH2:10][N:9]([C:12]([O:14][C:15]([CH3:18])([CH3:17])[CH3:16])=[O:13])[CH2:8][CH2:7]2)[CH2:5][CH2:4][NH:3]1.C[C:20]1([CH3:60])[C:46]2[C:41](=C(P(C3C=CC=CC=3)C3C=CC=CC=3)C=C[CH:45]=2)[O:40]C2C(P(C3C=CC=CC=3)C3C=CC=CC=3)=CC=CC1=2.C([O-])([O-])=[O:62].[Cs+].[Cs+]. Product: [CH3:45][C:46]1[C:41](=[O:62])[O:40][CH2:60][C:20]=1[N:3]1[CH2:4][CH2:5][C:6]2([CH2:11][CH2:10][N:9]([C:12]([O:14][C:15]([CH3:18])([CH3:17])[CH3:16])=[O:13])[CH2:8][CH2:7]2)[C:2]1=[O:1]. The catalyst class is: 101.